Dataset: Choline transporter screen with 302,306 compounds. Task: Binary Classification. Given a drug SMILES string, predict its activity (active/inactive) in a high-throughput screening assay against a specified biological target. The drug is S(=O)(=O)(N1CCN(CC1)C)c1ccc(c2nc(on2)C2CCN(CC2)C(=O)C(C)C)cc1. The result is 0 (inactive).